Dataset: Reaction yield outcomes from USPTO patents with 853,638 reactions. Task: Predict the reaction yield, written as a fraction of the theoretical maximum amount of product (1.0 means a 100% yield; for example, 0.34 means a 34% yield). (1) The product is [CH:30]1([C:28]([NH:27][C@@H:26]2[C@H:22]3[O:21][CH2:20][C@H:19]([NH:18][C:11](=[O:13])[C:10]4[CH:14]=[CH:15][CH:16]=[C:8]([O:7][C:4]5[CH:3]=[CH:2][C:1]([CH3:17])=[CH:6][CH:5]=5)[CH:9]=4)[C@H:23]3[O:24][CH2:25]2)=[O:29])[CH2:31][CH2:32]1. No catalyst specified. The yield is 0.390. The reactants are [C:1]1([CH3:17])[CH:6]=[CH:5][C:4]([O:7][C:8]2[CH:9]=[C:10]([CH:14]=[CH:15][CH:16]=2)[C:11]([OH:13])=O)=[CH:3][CH:2]=1.[NH2:18][C@@H:19]1[C@H:23]2[O:24][CH2:25][C@H:26]([NH:27][C:28]([CH:30]3[CH2:32][CH2:31]3)=[O:29])[C@H:22]2[O:21][CH2:20]1. (2) The reactants are Cl.[NH2:2][C:3]1[CH:8]=[CH:7][C:6]([CH2:9][CH2:10][O:11][C:12]2[CH:17]=[CH:16][C:15]([CH2:18][C@H:19]([O:23][CH2:24][CH3:25])[C:20]([OH:22])=[O:21])=[CH:14][CH:13]=2)=[CH:5][CH:4]=1.C(=O)([O-])O.[Na+].[F:31][C:32]([F:44])([F:43])[S:33][C:34]1[CH:39]=[CH:38][C:37]([N:40]=[C:41]=[O:42])=[CH:36][CH:35]=1.CO.ClCCl. The catalyst is O1CCCC1. The product is [CH2:24]([O:23][C@@H:19]([CH2:18][C:15]1[CH:16]=[CH:17][C:12]([O:11][CH2:10][CH2:9][C:6]2[CH:5]=[CH:4][C:3]([NH:2][C:41]([NH:40][C:37]3[CH:38]=[CH:39][C:34]([S:33][C:32]([F:43])([F:31])[F:44])=[CH:35][CH:36]=3)=[O:42])=[CH:8][CH:7]=2)=[CH:13][CH:14]=1)[C:20]([OH:22])=[O:21])[CH3:25]. The yield is 0.570. (3) The reactants are [F:1][C:2]1([F:31])[CH2:7][CH2:6][CH:5]([NH:8][C:9]2[CH:16]=[C:15]([N:17]3[C:25]4[CH2:24][C:23]([CH3:27])([CH3:26])[CH2:22][C:21](=[O:28])[C:20]=4[C:19]([CH3:29])=[CH:18]3)[CH:14]=[C:13]([F:30])[C:10]=2[C:11]#[N:12])[CH2:4][CH2:3]1.CS(C)=[O:34].[OH-].[K+].OO. The catalyst is CCOC(C)=O.O.C(O)C. The product is [F:31][C:2]1([F:1])[CH2:7][CH2:6][CH:5]([NH:8][C:9]2[CH:16]=[C:15]([N:17]3[C:25]4[CH2:24][C:23]([CH3:27])([CH3:26])[CH2:22][C:21](=[O:28])[C:20]=4[C:19]([CH3:29])=[CH:18]3)[CH:14]=[C:13]([F:30])[C:10]=2[C:11]([NH2:12])=[O:34])[CH2:4][CH2:3]1. The yield is 0.870.